This data is from Catalyst prediction with 721,799 reactions and 888 catalyst types from USPTO. The task is: Predict which catalyst facilitates the given reaction. (1) Reactant: [CH2:1]([C:3]1[C:11]2[C:6](=[CH:7][C:8]([C:12]([OH:14])=[O:13])=[CH:9][CH:10]=2)[NH:5][N:4]=1)[CH3:2].N1C2C(=CC=CC=2)[CH:17]=N1.CO.CCN=C=NCCCN(C)C.Cl. Product: [CH2:1]([C:3]1[C:11]2[C:6](=[CH:7][C:8]([C:12]([O:14][CH3:17])=[O:13])=[CH:9][CH:10]=2)[NH:5][N:4]=1)[CH3:2]. The catalyst class is: 79. (2) Reactant: [Br:1][C:2]1[CH:7]=[CH:6][C:5]([Cl:8])=[CH:4][C:3]=1[OH:9].[CH3:10][C@@H:11](O)[CH2:12][CH:13]=[CH2:14].C1C=CC(P(C2C=CC=CC=2)C2C=CC=CC=2)=CC=1.CCOC(/N=N/C(OCC)=O)=O. Product: [Br:1][C:2]1[CH:7]=[CH:6][C:5]([Cl:8])=[CH:4][C:3]=1[O:9][C@H:13]([CH2:12][CH:11]=[CH2:10])[CH3:14]. The catalyst class is: 116. (3) Reactant: C([O:8][C:9]1[CH:14]=[CH:13][C:12]([N+:15]([O-:17])=[O:16])=[CH:11][C:10]=1[C:18]1[CH:23]=[CH:22][CH:21]=[CH:20][CH:19]=1)C1C=CC=CC=1. Product: [OH:8][C:9]1[CH:14]=[CH:13][C:12]([N+:15]([O-:17])=[O:16])=[CH:11][C:10]=1[C:18]1[CH:23]=[CH:22][CH:21]=[CH:20][CH:19]=1. The catalyst class is: 19. (4) Reactant: [CH2:1]([O:8][C:9](=[O:20])[CH2:10][C:11]1[CH:16]=[CH:15][N:14]=[CH:13][C:12]=1[N+:17]([O-])=O)[C:2]1[CH:7]=[CH:6][CH:5]=[CH:4][CH:3]=1. Product: [CH2:1]([O:8][C:9](=[O:20])[CH2:10][C:11]1[CH:16]=[CH:15][N:14]=[CH:13][C:12]=1[NH2:17])[C:2]1[CH:7]=[CH:6][CH:5]=[CH:4][CH:3]=1. The catalyst class is: 45. (5) Reactant: [F:1][C:2]1[C:7]([F:8])=[CH:6][CH:5]=[CH:4][C:3]=1[CH2:9][CH2:10][C:11]1[N:16]([CH2:17][C:18]([O:20]CC)=[O:19])[C:15]2[CH:23]=[CH:24][S:25][C:14]=2[C:13](=[O:26])[N:12]=1.[OH-].[Na+]. Product: [F:1][C:2]1[C:7]([F:8])=[CH:6][CH:5]=[CH:4][C:3]=1[CH2:9][CH2:10][C:11]1[N:16]([CH2:17][C:18]([OH:20])=[O:19])[C:15]2[CH:23]=[CH:24][S:25][C:14]=2[C:13](=[O:26])[N:12]=1. The catalyst class is: 12. (6) Reactant: O[N:2]1C2C=CC=CC=2N=N1.Cl.CN(C)CCCN=C=NCC.O.N.[Cl:25][C:26]1[S:27][CH:28]=[C:29]([C:31]([OH:33])=O)[N:30]=1. Product: [Cl:25][C:26]1[S:27][CH:28]=[C:29]([C:31]([NH2:2])=[O:33])[N:30]=1. The catalyst class is: 229. (7) Reactant: Cl.[C:2]([C:5]1[CH:6]=[C:7]([C:11]2[N:12]=[CH:13][N:14]([C:16]([N:18]([CH3:25])[CH:19]3[CH2:24][CH2:23][NH:22][CH2:21][CH2:20]3)=[O:17])[CH:15]=2)[CH:8]=[CH:9][CH:10]=1)(=[O:4])[NH2:3].C(N(CC)C(C)C)(C)C.[F:35][C:36]1[CH:43]=[CH:42][C:41]([O:44][CH3:45])=[CH:40][C:37]=1[CH:38]=O.[Na].C(O)(=O)C. Product: [C:2]([C:5]1[CH:6]=[C:7]([C:11]2[N:12]=[CH:13][N:14]([C:16]([N:18]([CH:19]3[CH2:24][CH2:23][N:22]([CH2:38][C:37]4[CH:40]=[C:41]([O:44][CH3:45])[CH:42]=[CH:43][C:36]=4[F:35])[CH2:21][CH2:20]3)[CH3:25])=[O:17])[CH:15]=2)[CH:8]=[CH:9][CH:10]=1)(=[O:4])[NH2:3]. The catalyst class is: 26.